This data is from Full USPTO retrosynthesis dataset with 1.9M reactions from patents (1976-2016). The task is: Predict the reactants needed to synthesize the given product. (1) Given the product [CH2:1]([N:3]([CH:34]1[CH2:39][CH2:38][O:37][CH2:36][CH2:35]1)[C:4]1[C:5]([CH3:33])=[C:6]([CH:22]=[C:23]([C:25]2[CH:26]=[N:27][C:28]([CH2:31][N:40]3[CH2:45][CH2:44][O:43][CH2:42][CH2:41]3)=[CH:29][CH:30]=2)[CH:24]=1)[C:7]([NH:9][CH2:10][C:11]1[C:12](=[O:21])[NH:13][C:14]([CH3:20])=[CH:15][C:16]=1[CH:17]([CH3:18])[CH3:19])=[O:8])[CH3:2], predict the reactants needed to synthesize it. The reactants are: [CH2:1]([N:3]([CH:34]1[CH2:39][CH2:38][O:37][CH2:36][CH2:35]1)[C:4]1[C:5]([CH3:33])=[C:6]([CH:22]=[C:23]([C:25]2[CH:26]=[N:27][C:28]([CH:31]=O)=[CH:29][CH:30]=2)[CH:24]=1)[C:7]([NH:9][CH2:10][C:11]1[C:12](=[O:21])[NH:13][C:14]([CH3:20])=[CH:15][C:16]=1[CH:17]([CH3:19])[CH3:18])=[O:8])[CH3:2].[NH:40]1[CH2:45][CH2:44][O:43][CH2:42][CH2:41]1.C(O)(=O)C.C(O[BH-](OC(=O)C)OC(=O)C)(=O)C.[Na+]. (2) Given the product [C:1]([O:5][C@@H:6]([C@H:8]1[CH2:12][O:11][C:10](=[O:13])[N:9]1[C:14]1[CH:19]=[C:18]([Cl:20])[N:17]=[C:16]([NH:36][C@H:34]([C:31]2[CH:30]=[C:29]([C:26]3[CH:27]=[CH:28][C:23]([Cl:22])=[CH:24][CH:25]=3)[O:33][N:32]=2)[CH3:35])[N:15]=1)[CH3:7])([CH3:4])([CH3:3])[CH3:2], predict the reactants needed to synthesize it. The reactants are: [C:1]([O:5][C@@H:6]([C@H:8]1[CH2:12][O:11][C:10](=[O:13])[N:9]1[C:14]1[CH:19]=[C:18]([Cl:20])[N:17]=[C:16](Cl)[N:15]=1)[CH3:7])([CH3:4])([CH3:3])[CH3:2].[Cl:22][C:23]1[CH:28]=[CH:27][C:26]([C:29]2[O:33][N:32]=[C:31]([C@@H:34]([NH2:36])[CH3:35])[CH:30]=2)=[CH:25][CH:24]=1.C(N(C(C)C)C(C)C)C. (3) Given the product [ClH:1].[N:17]1([C:2]2[CH:7]=[CH:6][N:5]=[CH:4][C:3]=2[CH2:8][OH:9])[CH2:22][CH2:21][NH:20][CH2:19][CH2:18]1, predict the reactants needed to synthesize it. The reactants are: [Cl:1][C:2]1[CH:7]=[CH:6][N:5]=[CH:4][C:3]=1[CH2:8][OH:9].C(OC([N:17]1[CH2:22][CH2:21][NH:20][CH2:19][CH2:18]1)=O)(C)(C)C.C(N(CC)CC)C.Cl. (4) Given the product [CH3:8][C:9]([NH:1][C:2]1[CH:7]=[CH:6][CH:5]=[CH:4][CH:3]=1)([CH3:13])[C:10]#[N:11], predict the reactants needed to synthesize it. The reactants are: [NH2:1][C:2]1[CH:7]=[CH:6][CH:5]=[CH:4][CH:3]=1.[CH3:8][C:9]([CH3:13])(O)[C:10]#[N:11]. (5) Given the product [C:28]([N:36]1[CH2:37][CH2:38][C:39]([CH2:48][CH2:49][N:23]2[CH2:24][CH2:25][CH:20]([C:18]3[O:17][N:16]=[C:15]([CH2:14][C:13]4[CH:12]=[CH:11][C:10]([O:9][CH3:8])=[CH:27][CH:26]=4)[N:19]=3)[CH2:21][CH2:22]2)([C:42]2[CH:47]=[CH:46][CH:45]=[CH:44][CH:43]=2)[CH2:40][CH2:41]1)(=[O:35])[C:29]1[CH:30]=[CH:31][CH:32]=[CH:33][CH:34]=1, predict the reactants needed to synthesize it. The reactants are: C(O)(C(F)(F)F)=O.[CH3:8][O:9][C:10]1[CH:27]=[CH:26][C:13]([CH2:14][C:15]2[N:19]=[C:18]([CH:20]3[CH2:25][CH2:24][NH:23][CH2:22][CH2:21]3)[O:17][N:16]=2)=[CH:12][CH:11]=1.[C:28]([N:36]1[CH2:41][CH2:40][C:39]([CH2:48][CH:49]=O)([C:42]2[CH:47]=[CH:46][CH:45]=[CH:44][CH:43]=2)[CH2:38][CH2:37]1)(=[O:35])[C:29]1[CH:34]=[CH:33][CH:32]=[CH:31][CH:30]=1.[BH-](OC(C)=O)(OC(C)=O)OC(C)=O.[Na+].C([O-])(O)=O.[Na+].C([O-])=O.